This data is from Reaction yield outcomes from USPTO patents with 853,638 reactions. The task is: Predict the reaction yield, written as a fraction of the theoretical maximum amount of product (1.0 means a 100% yield; for example, 0.34 means a 34% yield). (1) The yield is 0.705. The product is [Br:1][C:2]1[CH:3]=[C:4]2[N:15]=[C:14]([NH:16][C:32]([NH:31][CH2:29][CH3:30])=[O:33])[S:13][C:5]2=[N:6][C:7]=1[O:8][CH2:9][CH2:10][O:11][CH3:12]. The reactants are [Br:1][C:2]1[CH:3]=[C:4]2[N:15]=[C:14]([NH2:16])[S:13][C:5]2=[N:6][C:7]=1[O:8][CH2:9][CH2:10][O:11][CH3:12].O1CCCC1.C(N(CC)CC)C.[CH2:29]([N:31]=[C:32]=[O:33])[CH3:30]. The catalyst is C([Sn](=O)CCCC)CCC.C1(C)C=CC=CC=1. (2) The yield is 0.510. The reactants are [CH3:1][C:2]1[CH:7]=C[CH:5]=[CH:4][C:3]=1P([C:3]1[CH:4]=[CH:5]C=[CH:7][C:2]=1[CH3:1])[C:3]1[CH:4]=[CH:5]C=[CH:7][C:2]=1[CH3:1].II.Br[CH2:26][C:27]1[CH:32]=[C:31]([O:33][CH3:34])[C:30]([Cl:35])=[CH:29][C:28]=1[O:36][CH3:37].[C:38]([O-:41])([O-])=O.[Cs+].[Cs+].[ClH:44].[CH3:45][OH:46].[CH2:47](Cl)Cl. The catalyst is CCOC(C)=O.CC([O-])=O.CC([O-])=O.[Pd+2].[Zn]. The product is [Cl:44]/[C:4](=[CH:5]/[CH2:26][C:27]1[CH:32]=[C:31]([O:33][CH3:34])[C:30]([Cl:35])=[CH:29][C:28]=1[O:36][CH3:37])/[CH2:3][C:2]1[CH:1]=[C:38]([OH:41])[CH:47]=[C:45]([OH:46])[CH:7]=1. (3) The reactants are C[O:2][C:3](=O)[C:4]1[CH:9]=[CH:8][CH:7]=[CH:6][C:5]=1[S:10][C:11]1[CH:16]=[CH:15][C:14]([Cl:17])=[CH:13][C:12]=1[NH2:18].C[Al](C)C.O.Cl. The catalyst is C(Cl)Cl. The product is [Cl:17][C:14]1[CH:15]=[CH:16][C:11]2[S:10][C:5]3[CH:6]=[CH:7][CH:8]=[CH:9][C:4]=3[C:3](=[O:2])[NH:18][C:12]=2[CH:13]=1. The yield is 0.290. (4) The reactants are [CH3:1][O:2][C:3]1[C:4]2[CH2:5][C:6]3[CH2:10][N:9]([C@@H:11]([CH2:15][CH:16]4[CH2:21][CH2:20][CH2:19][CH2:18][CH2:17]4)[C:12](O)=[O:13])[C:8](=[O:22])[C:7]=3[O:23][C:24]=2[CH:25]=[CH:26][CH:27]=1.[CH3:28]N1CCOCC1.F[P-](F)(F)(F)(F)F.N1(OC(N(C)C)=[N+](C)C)C2N=CC=CC=2N=N1.C([O:61][C@@H:62]([CH2:70][O:71][CH2:72][CH3:73])[CH2:63][N:64]1[CH:68]=[CH:67][C:66]([NH2:69])=[N:65]1)C. The catalyst is O1CCCC1.O. The product is [CH:16]1([CH2:15][C@H:11]([N:9]2[CH2:10][C:6]3[CH2:5][C:4]4[C:3]([O:2][CH3:1])=[CH:27][CH:26]=[CH:25][C:24]=4[O:23][C:7]=3[C:8]2=[O:22])[C:12]([NH:69][C:66]2[CH:67]=[CH:68][N:64]([CH2:63][C@@H:62]3[CH2:70][O:71][C:72]([CH3:73])([CH3:28])[O:61]3)[N:65]=2)=[O:13])[CH2:21][CH2:20][CH2:19][CH2:18][CH2:17]1. The yield is 0.653. (5) The reactants are Br[C:2]1[CH:7]=[CH:6][C:5]([C:8]([F:11])([F:10])[F:9])=[CH:4][N:3]=1.[CH3:12][O:13][C:14]1[CH:19]=[C:18](B2OC(C)(C)C(C)(C)O2)[CH:17]=[CH:16][N:15]=1. No catalyst specified. The product is [CH3:12][O:13][C:14]1[CH:19]=[C:18]([C:2]2[CH:7]=[CH:6][C:5]([C:8]([F:11])([F:10])[F:9])=[CH:4][N:3]=2)[CH:17]=[CH:16][N:15]=1. The yield is 0.620. (6) The reactants are [C:1]([C:6]1[CH:7]=[CH:8][C:9]([O:15][CH3:16])=[C:10]([CH:14]=1)[C:11]([OH:13])=O)(=[O:5])[CH:2]([CH3:4])[CH3:3].[F:17][C:18]([F:31])([F:30])[C:19]1[CH:20]=[C:21]([CH:23]=[C:24]([C:26]([F:29])([F:28])[F:27])[CH:25]=1)[NH2:22]. No catalyst specified. The product is [C:1]([C:6]1[CH:7]=[CH:8][C:9]([O:15][CH3:16])=[C:10]([CH:14]=1)[C:11]([NH:22][C:21]1[CH:23]=[C:24]([C:26]([F:27])([F:28])[F:29])[CH:25]=[C:19]([C:18]([F:17])([F:30])[F:31])[CH:20]=1)=[O:13])(=[O:5])[CH:2]([CH3:3])[CH3:4]. The yield is 0.614. (7) The reactants are [NH2:1][C:2]1[CH:7]=[C:6]([Cl:8])[C:5]([Br:9])=[CH:4][C:3]=1[OH:10].[Yb+3].FC(F)(F)S([O-])(=O)=O.FC(F)(F)S([O-])(=O)=O.FC(F)(F)S([O-])(=O)=O.[C:36](OC)(OC)(OC)[CH3:37]. The catalyst is CCO. The product is [Br:9][C:5]1[C:6]([Cl:8])=[CH:7][C:2]2[N:1]=[C:36]([CH3:37])[O:10][C:3]=2[CH:4]=1. The yield is 0.802. (8) The reactants are Br[C:2]1[CH:3]=[C:4]([CH:9]=[CH:10][N:11]=1)[C:5]([O:7][CH3:8])=[O:6].[C:12]([Si:14]([CH3:17])([CH3:16])[CH3:15])#[CH:13].C(NC(C)C)(C)C. The catalyst is Cl[Pd](Cl)([P](C1C=CC=CC=1)(C1C=CC=CC=1)C1C=CC=CC=1)[P](C1C=CC=CC=1)(C1C=CC=CC=1)C1C=CC=CC=1.[Cu](I)I.C(#N)C. The product is [CH3:15][Si:14]([C:12]#[C:13][C:2]1[CH:3]=[C:4]([CH:9]=[CH:10][N:11]=1)[C:5]([O:7][CH3:8])=[O:6])([CH3:17])[CH3:16]. The yield is 0.820.